From a dataset of Experimentally validated miRNA-target interactions with 360,000+ pairs, plus equal number of negative samples. Binary Classification. Given a miRNA mature sequence and a target amino acid sequence, predict their likelihood of interaction. (1) The miRNA is hsa-miR-3160-3p with sequence AGAGCUGAGACUAGAAAGCCCA. The protein sequence of the target gene is MSAGDAVCTGWLVKSPPERKLQRYAWRKRWFVLRRGRMSGNPDVLEYYRNKHSSKPIRVIDLSECAVWKHVGPSFVRKEFQNNFVFIVKTTSRTFYLVAKTEQEMQVWVHSISQVCNLGHLEDGADSMESLSYTPSSLQPSSASSLLTAHAASSSLPRDDPNTNAVATEETRSESELLFLPDYLVLSNCETGRLHHTSLPTRCDSWSNSDRSLEQASFDDVFVDCLQPLPSSHLVHPSCHGSGAQEVPSSRPQAALIWSREINGPPRDHLSSSPLLESSLSSTIQVDKNQGSLPCGAKEL.... Result: 0 (no interaction). (2) The miRNA is mmu-miR-434-3p with sequence UUUGAACCAUCACUCGACUCCU. The protein sequence of the target gene is MGKDFRYYFQHPWSRMIVAYLVIFFNFLIFAEDPVSHSQTEANVIVVGNCFSFVTNKYPRGVGWRILKVLLWLLAILTGLIAGKFLFHQRLFGQLLRLKMFREDHGSWMTMFFSTILFLFIFSHIYNTILLMDGNMGAYIITDYMGIRNESFMKLAAVGTWMGDFVTAWMVTDMMLQDKPYPDWGKSARAFWKKGNVRITLFWTVLFTLTSVVVLVITTDWISWDKLNRGFLPSDEVSRAFLASFILVFDLLIVMQDWEFPHFMGDVDVNLPGLHTPHMQFKIPFFQKIFKEEYRIHITG.... Result: 0 (no interaction). (3) The miRNA is mmu-miR-1955-5p with sequence AGUCCCAGGAUGCACUGCAGCUUUU. The protein sequence of the target gene is MGAQGAQESIKAMWRVPGTTRRPVTGESPGMHRPEAMLLLLTLALLGGPTWAGKMYGPGGGKYFSTTEDYDHEITGLRVSVGLLLVKSVQVKLGDSWDVKLGALGGNTQEVTLQPGEYITKVFVAFQAFLRGMVMYTSKDRYFYFGKLDGQISSAYPSQEGQVLVGIYGQYQLLGIKSIGFEWNYPLEEPTTEPPVNLTYSANSPVGR. Result: 0 (no interaction).